Dataset: Reaction yield outcomes from USPTO patents with 853,638 reactions. Task: Predict the reaction yield, written as a fraction of the theoretical maximum amount of product (1.0 means a 100% yield; for example, 0.34 means a 34% yield). (1) The reactants are C[N:2]([CH3:20])[CH:3]=[C:4]([C:10](=[O:19])[C:11]1[CH:16]=[C:15]([I:17])[CH:14]=[CH:13][C:12]=1F)[C:5]([O:7][CH2:8][CH3:9])=[O:6].N[C@@H](C(C)(C)C)[CH2:23][OH:24].[CH2:29]1COCC1. No catalyst specified. The product is [OH:24][CH2:23][C@H:20]([N:2]1[C:12]2[C:11](=[CH:16][C:15]([I:17])=[CH:14][CH:13]=2)[C:10](=[O:19])[C:4]([C:5]([O:7][CH2:8][CH3:9])=[O:6])=[CH:3]1)[CH3:29]. The yield is 0.390. (2) The reactants are [H-].[Na+].CN(C=O)C.[F:8][C:9]1[CH:16]=[CH:15][C:12]([CH:13]=[O:14])=[CH:11][C:10]=1[OH:17].[Br:18][CH:19](Br)[CH3:20]. The catalyst is C(OCC)(=O)C.O. The product is [Br:18][CH2:19][CH2:20][O:17][C:10]1[CH:11]=[C:12]([CH:15]=[CH:16][C:9]=1[F:8])[CH:13]=[O:14]. The yield is 0.200. (3) The reactants are Cl[C:2]([O:4][CH2:5][C:6]1[CH:11]=[CH:10][CH:9]=[CH:8][CH:7]=1)=[O:3].[CH3:12][NH:13][CH2:14][CH2:15][OH:16]. The catalyst is C1COCC1.C(=O)([O-])[O-].[Na+].[Na+]. The product is [CH2:5]([O:4][C:2]([N:13]([CH2:14][CH2:15][OH:16])[CH3:12])=[O:3])[C:6]1[CH:11]=[CH:10][CH:9]=[CH:8][CH:7]=1. The yield is 0.970. (4) The reactants are Br[C:2]1[N:6]([S:7]([C:10]2[CH:11]=[N:12][C:13]([CH3:16])=[CH:14][CH:15]=2)(=[O:9])=[O:8])[CH:5]=[C:4]([CH2:17][N:18]([CH3:26])[C:19](=[O:25])[O:20][C:21]([CH3:24])([CH3:23])[CH3:22])[CH:3]=1.[F:27][C:28]1[C:33](B(O)O)=[CH:32][CH:31]=[CH:30][N:29]=1.C(=O)([O-])[O-].[Na+].[Na+]. The catalyst is COCCOC.O.C1C=CC([P]([Pd]([P](C2C=CC=CC=2)(C2C=CC=CC=2)C2C=CC=CC=2)([P](C2C=CC=CC=2)(C2C=CC=CC=2)C2C=CC=CC=2)[P](C2C=CC=CC=2)(C2C=CC=CC=2)C2C=CC=CC=2)(C2C=CC=CC=2)C2C=CC=CC=2)=CC=1. The product is [F:27][C:28]1[C:33]([C:2]2[N:6]([S:7]([C:10]3[CH:11]=[N:12][C:13]([CH3:16])=[CH:14][CH:15]=3)(=[O:9])=[O:8])[CH:5]=[C:4]([CH2:17][N:18]([CH3:26])[C:19](=[O:25])[O:20][C:21]([CH3:24])([CH3:23])[CH3:22])[CH:3]=2)=[CH:32][CH:31]=[CH:30][N:29]=1. The yield is 0.410.